Predict the reaction yield, written as a fraction of the theoretical maximum amount of product (1.0 means a 100% yield; for example, 0.34 means a 34% yield). From a dataset of Reaction yield outcomes from USPTO patents with 853,638 reactions. (1) The reactants are Br[C:2]1[CH:3]=[N:4][CH:5]=[C:6]2[C:11]=1[N:10]=[C:9]([C:12]([NH:14][CH2:15][C:16]1[CH:21]=[CH:20][C:19]([O:22][CH3:23])=[CH:18][CH:17]=1)=[O:13])[CH:8]=[CH:7]2.[CH3:24][N:25]1[CH:29]=[C:28]([C:30]2[CH:35]=[CH:34][C:33](B3OC(C)(C)C(C)(C)O3)=[CH:32][CH:31]=2)[CH:27]=[N:26]1.C([O-])([O-])=O.[Na+].[Na+]. The catalyst is C(#N)C.[Pd+2].ClC1C=C[C-](P(C2C=CC=CC=2)C2C=CC=CC=2)C=1Cl.[C-]1(P(C2C=CC=CC=2)C2C=CC=CC=2)C=CC=C1.[Fe+2]. The product is [CH3:23][O:22][C:19]1[CH:20]=[CH:21][C:16]([CH2:15][NH:14][C:12]([C:9]2[CH:8]=[CH:7][C:6]3[C:11](=[C:2]([C:33]4[CH:32]=[CH:31][C:30]([C:28]5[CH:27]=[N:26][N:25]([CH3:24])[CH:29]=5)=[CH:35][CH:34]=4)[CH:3]=[N:4][CH:5]=3)[N:10]=2)=[O:13])=[CH:17][CH:18]=1. The yield is 0.280. (2) The reactants are [CH:1](=[O:3])[CH3:2].[N+:4](/[CH:7]=[CH:8]/[C:9]1[CH:14]=[CH:13][CH:12]=[CH:11][CH:10]=1)([O-:6])=[O:5].CCOCC.[Na+].[Cl-]. The catalyst is C(Cl)(Cl)Cl. The product is [N+:4]([CH2:7][C@@H:8]([C:9]1[CH:14]=[CH:13][CH:12]=[CH:11][CH:10]=1)[C:1](=[O:3])[CH3:2])([O-:6])=[O:5]. The yield is 0.710. (3) The reactants are Cl[C:2]1[CH:3]=[C:4]([C:17]2[N:25]=[C:24]([CH3:26])[N:23]=[C:22]3[C:18]=2[N:19]=[CH:20][N:21]3C2CCCCO2)[C:5]([NH:8][C:9]2[CH:10]=[N:11][C:12]([O:15][CH3:16])=[CH:13][CH:14]=2)=[N:6][CH:7]=1.[CH3:33][O:34][C:35]1[CH:36]=[C:37]([CH:39]=[CH:40][CH:41]=1)[NH2:38].CC(C)([O-])C.[Na+].C(P(C(C)(C)C)C1C=CC=CC=1C1C(C(C)C)=CC(C(C)C)=CC=1C(C)C)(C)(C)C.Cl. The catalyst is C1COCC1.C([O-])(O)=O.[Na+].CO.C1C=CC(/C=C/C(/C=C/C2C=CC=CC=2)=O)=CC=1.C1C=CC(/C=C/C(/C=C/C2C=CC=CC=2)=O)=CC=1.C1C=CC(/C=C/C(/C=C/C2C=CC=CC=2)=O)=CC=1.[Pd].[Pd]. The product is [CH3:33][O:34][C:35]1[CH:36]=[C:37]([NH:38][C:2]2[CH:3]=[C:4]([C:17]3[N:25]=[C:24]([CH3:26])[N:23]=[C:22]4[C:18]=3[N:19]=[CH:20][NH:21]4)[C:5]([NH:8][C:9]3[CH:10]=[N:11][C:12]([O:15][CH3:16])=[CH:13][CH:14]=3)=[N:6][CH:7]=2)[CH:39]=[CH:40][CH:41]=1. The yield is 0.173. (4) The reactants are [F:1][C:2]1[CH:3]=[C:4]2[C:8](=[CH:9][CH:10]=1)[NH:7][C:6](=[O:11])[CH2:5]2.[CH2:12]([N:14]([CH2:29][CH3:30])[CH2:15][CH2:16][NH:17][C:18]([C:20]1[C:24]([CH3:25])=[C:23]([CH:26]=O)[NH:22][C:21]=1[CH3:28])=[O:19])[CH3:13]. No catalyst specified. The product is [CH2:29]([N:14]([CH2:12][CH3:13])[CH2:15][CH2:16][NH:17][C:18]([C:20]1[C:24]([CH3:25])=[C:23]([CH:26]=[C:5]2[C:4]3[C:8](=[CH:9][CH:10]=[C:2]([F:1])[CH:3]=3)[NH:7][C:6]2=[O:11])[NH:22][C:21]=1[CH3:28])=[O:19])[CH3:30]. The yield is 0.550. (5) The reactants are Cl[C:2]1[N:7]2[N:8]=[C:9]([CH3:11])[CH:10]=[C:6]2[N:5]=[C:4]([NH:12][C:13]([CH:15]2[CH2:17][CH:16]2[C:18]2[CH:23]=[CH:22][CH:21]=[CH:20][CH:19]=2)=[O:14])[CH:3]=1.[NH:24]1[CH2:29][CH2:28][CH:27]([CH2:30][CH2:31][OH:32])[CH2:26][CH2:25]1. The catalyst is CN1C(=O)CCC1.CS(C)=O.CO. The product is [OH:32][CH2:31][CH2:30][CH:27]1[CH2:28][CH2:29][N:24]([C:2]2[N:7]3[N:8]=[C:9]([CH3:11])[CH:10]=[C:6]3[N:5]=[C:4]([NH:12][C:13]([CH:15]3[CH2:17][CH:16]3[C:18]3[CH:23]=[CH:22][CH:21]=[CH:20][CH:19]=3)=[O:14])[CH:3]=2)[CH2:25][CH2:26]1. The yield is 0.0400. (6) The reactants are [O:1]=[CH:2][C:3]1[CH:11]=[CH:10][C:8]([OH:9])=[C:5]([O:6]C)[CH:4]=1.B(Br)(Br)Br. The product is [OH:6][C:5]1[CH:4]=[C:3]([CH:11]=[CH:10][C:8]=1[OH:9])[CH:2]=[O:1]. The catalyst is C(Cl)Cl. The yield is 0.870. (7) The reactants are C(NCCO)C1C=CC=CC=1.C([C@H]1OC1)Cl.[OH-].[Na+].C([N:26]1[CH2:31][CH2:30][O:29][CH:28]([CH2:32][OH:33])[CH2:27]1)C1C=CC=CC=1.C(N1CCCOCC1)C1C=CC=CC=1.[F:48][C:49]([F:54])([F:53])[C:50]([OH:52])=[O:51]. The catalyst is [C].[Pd].CO.O.CC(O)C. The product is [F:48][C:49]([F:54])([F:53])[C:50]([OH:52])=[O:51].[OH:33][CH2:32][C@@H:28]1[O:29][CH2:30][CH2:31][NH:26][CH2:27]1. The yield is 0.402.